From a dataset of Reaction yield outcomes from USPTO patents with 853,638 reactions. Predict the reaction yield, written as a fraction of the theoretical maximum amount of product (1.0 means a 100% yield; for example, 0.34 means a 34% yield). The reactants are [C:1]([C:9]1[CH:17]=[CH:16][C:12]([C:13](O)=[O:14])=[CH:11][CH:10]=1)(=[O:8])[C:2]1[CH:7]=[CH:6][CH:5]=[CH:4][CH:3]=1.S(Cl)([Cl:20])=O.C1(C)C=CC=CC=1. The catalyst is CN(C)C=O. The product is [C:1]([C:9]1[CH:17]=[CH:16][C:12]([C:13]([Cl:20])=[O:14])=[CH:11][CH:10]=1)(=[O:8])[C:2]1[CH:7]=[CH:6][CH:5]=[CH:4][CH:3]=1. The yield is 0.910.